From a dataset of Forward reaction prediction with 1.9M reactions from USPTO patents (1976-2016). Predict the product of the given reaction. (1) Given the reactants [CH2:1]([C:8]1[CH:17]=[C:16]2[C:11]([C:12]([OH:35])=[C:13]([C:30]([O:32]CC)=O)[C:14](=[O:29])[N:15]2[CH2:18][C:19]2[CH:24]=[CH:23][C:22]([S:25]([CH3:28])(=[O:27])=[O:26])=[CH:21][CH:20]=2)=[N:10][CH:9]=1)[C:2]1[CH:7]=[CH:6][CH:5]=[CH:4][CH:3]=1.[CH:36]1([NH2:40])[CH2:39][CH2:38][CH2:37]1, predict the reaction product. The product is: [CH2:1]([C:8]1[CH:17]=[C:16]2[C:11]([C:12]([OH:35])=[C:13]([C:30]([NH:40][CH:36]3[CH2:39][CH2:38][CH2:37]3)=[O:32])[C:14](=[O:29])[N:15]2[CH2:18][C:19]2[CH:24]=[CH:23][C:22]([S:25]([CH3:28])(=[O:26])=[O:27])=[CH:21][CH:20]=2)=[N:10][CH:9]=1)[C:2]1[CH:7]=[CH:6][CH:5]=[CH:4][CH:3]=1. (2) Given the reactants Br[CH:2]([C:6]([CH3:10])([CH3:9])[CH2:7][CH3:8])[C:3](Cl)=[O:4].[F:11][C:12]1[CH:13]=[C:14]([CH:43]=[CH:44][CH:45]=1)[CH2:15][NH:16][CH2:17][CH2:18][C:19]1[N:20]=[CH:21][N:22](C(C2C=CC=CC=2)(C2C=CC=CC=2)C2C=CC=CC=2)[CH:23]=1.CCN(CC)CC, predict the reaction product. The product is: [CH3:9][C:6]([CH:2]1[C:3](=[O:4])[N:16]([CH2:15][C:14]2[CH:43]=[CH:44][CH:45]=[C:12]([F:11])[CH:13]=2)[CH2:17][CH2:18][C:19]2[N:20]1[CH:21]=[N:22][CH:23]=2)([CH3:10])[CH2:7][CH3:8].